Predict which catalyst facilitates the given reaction. From a dataset of Catalyst prediction with 721,799 reactions and 888 catalyst types from USPTO. (1) Reactant: [C:1]([C:5]1[S:9][C:8]([NH2:10])=[N:7][CH:6]=1)([CH3:4])([CH3:3])[CH3:2].C(N(CC)CC)C.[F:18][C:19]1[CH:27]=[CH:26][C:25]([C:28]([F:31])([F:30])[F:29])=[CH:24][C:20]=1[C:21](Cl)=[O:22]. Product: [C:1]([C:5]1[S:9]/[C:8](=[N:10]\[C:21](=[O:22])[C:20]2[CH:24]=[C:25]([C:28]([F:29])([F:30])[F:31])[CH:26]=[CH:27][C:19]=2[F:18])/[NH:7][CH:6]=1)([CH3:4])([CH3:3])[CH3:2]. The catalyst class is: 4. (2) Reactant: [N:1]1[CH:6]=[CH:5][CH:4]=[C:3]2[CH2:7][CH2:8][CH2:9][C:2]=12.[OH:10]O. Product: [N:1]1[CH:6]=[CH:5][CH:4]=[C:3]2[CH2:7][CH2:8][CH:9]([OH:10])[C:2]=12. The catalyst class is: 15.